From a dataset of Catalyst prediction with 721,799 reactions and 888 catalyst types from USPTO. Predict which catalyst facilitates the given reaction. (1) Product: [NH2:1][C:2]1[C:10]2[C:5](=[CH:6][CH:7]=[C:8]([CH:11]3[C:16]([C:17]#[N:18])=[C:15]([CH3:19])[NH:14][C:13]([CH3:20])=[C:12]3[C:21]#[N:22])[CH:9]=2)[N:4]([C:35]([O:34][C:30]([CH3:33])([CH3:32])[CH3:31])=[O:36])[N:3]=1. The catalyst class is: 1. Reactant: [NH2:1][C:2]1[C:10]2[C:5](=[CH:6][CH:7]=[C:8]([CH:11]3[C:16]([C:17]#[N:18])=[C:15]([CH3:19])[NH:14][C:13]([CH3:20])=[C:12]3[C:21]#[N:22])[CH:9]=2)[NH:4][N:3]=1.C(N(CC)CC)C.[C:30]([O:34][C:35](O[C:35]([O:34][C:30]([CH3:33])([CH3:32])[CH3:31])=[O:36])=[O:36])([CH3:33])([CH3:32])[CH3:31]. (2) Reactant: C(NC(C)C)(C)C.C([Li])CCC.[CH2:13]([CH:15]([CH2:20][CH2:21][CH2:22][CH3:23])[C:16]([O:18][CH3:19])=[O:17])[CH3:14].[CH2:24]=[O:25].[Cl-].[NH4+]. Product: [CH3:19][O:18][C:16](=[O:17])[C:15]([CH2:13][CH3:14])([CH2:24][OH:25])[CH2:20][CH2:21][CH2:22][CH3:23]. The catalyst class is: 1. (3) Product: [CH2:22]([O:21][C:19](=[O:20])[C:18]([NH:9][CH2:8][C:7]([O:6][CH2:2][CH2:3][CH2:4][CH3:5])=[O:10])=[O:24])[CH3:23]. The catalyst class is: 8. Reactant: [Cl-].[CH2:2]([O:6][C:7](=[O:10])[CH2:8][NH3+:9])[CH2:3][CH2:4][CH3:5].C(N(CC)CC)C.[C:18](OCC)(=[O:24])[C:19]([O:21][CH2:22][CH3:23])=[O:20]. (4) Reactant: [F:1][C:2]([F:17])([F:16])[C:3]1[CH:15]=[CH:14][CH:13]=[CH:12][C:4]=1[O:5]C1CCCCO1.CN(C)CCN(C)C.CN(C)[CH:28]=[O:29].O. Product: [OH:5][C:4]1[C:3]([C:2]([F:1])([F:16])[F:17])=[CH:15][CH:14]=[CH:13][C:12]=1[CH:28]=[O:29]. The catalyst class is: 27.